From a dataset of Full USPTO retrosynthesis dataset with 1.9M reactions from patents (1976-2016). Predict the reactants needed to synthesize the given product. (1) Given the product [CH:21]([C:20]1[C:19]([O:24][CH3:25])=[CH:18][C:17]([O:26][CH3:27])=[C:16]([C:15]#[C:14][C:9]2[CH:10]=[CH:11][CH:12]=[CH:13][C:8]=2[NH:7][C:28](=[O:33])[C:29]([CH3:32])([CH3:31])[CH3:30])[CH:23]=1)=[O:22], predict the reactants needed to synthesize it. The reactants are: N1C=CC=CC=1.[NH2:7][C:8]1[CH:13]=[CH:12][CH:11]=[CH:10][C:9]=1[C:14]#[C:15][C:16]1[C:17]([O:26][CH3:27])=[CH:18][C:19]([O:24][CH3:25])=[C:20]([CH:23]=1)[CH:21]=[O:22].[C:28](Cl)(=[O:33])[C:29]([CH3:32])([CH3:31])[CH3:30]. (2) Given the product [C:74]([O:73][C:71]([N:23]1[CH2:24][CH2:25][CH:20]2[C:19]3[CH:27]=[CH:28][C:16]([S:13]([C:39]4[CH:40]=[C:41]([O:43][CH:44]([CH3:46])[CH3:45])[CH:42]=[C:37]([O:36][CH2:29][C:30]5[CH:35]=[CH:34][CH:33]=[CH:32][CH:31]=5)[CH:38]=4)(=[O:14])=[O:15])=[CH:17][C:18]=3[O:26][CH:21]2[CH2:22]1)=[O:72])([CH3:77])([CH3:76])[CH3:75], predict the reactants needed to synthesize it. The reactants are: Cl.FC1C=C([S:13]([C:16]2[CH:28]=[CH:27][C:19]3[CH:20]4[CH2:25][CH2:24][NH:23][CH2:22][CH:21]4[O:26][C:18]=3[CH:17]=2)(=[O:15])=[O:14])C=C(OC(C)C)C=1.[CH2:29]([O:36][C:37]1[CH:42]=[C:41]([O:43][CH:44]([CH3:46])[CH3:45])[CH:40]=[C:39](I)[CH:38]=1)[C:30]1[CH:35]=[CH:34][CH:33]=[CH:32][CH:31]=1.CC([Si](SC1C=CC2C3CCN([C:71]([O:73][C:74]([CH3:77])([CH3:76])[CH3:75])=[O:72])CC3OC=2C=1)(C(C)C)C(C)C)C.[S].C1C=C(Cl)C=C(C(OO)=O)C=1.C(OC(N1CCC2C3C=C(S(C4C=CC=C(Cl)C=4)(=O)=O)C=CC=3OC2C1)=O)(C)(C)C.